This data is from Catalyst prediction with 721,799 reactions and 888 catalyst types from USPTO. The task is: Predict which catalyst facilitates the given reaction. (1) Reactant: [CH2:1]([C:3]1[N:7]([CH3:8])[N:6]([C:9]2[CH:14]=[CH:13][C:12]([F:15])=[CH:11][CH:10]=2)[C:5](=[O:16])[C:4]=1[C:17]([O:19]CC)=[O:18])[CH3:2].O1CCCC1.[OH-].[Na+]. Product: [CH2:1]([C:3]1[N:7]([CH3:8])[N:6]([C:9]2[CH:14]=[CH:13][C:12]([F:15])=[CH:11][CH:10]=2)[C:5](=[O:16])[C:4]=1[C:17]([OH:19])=[O:18])[CH3:2]. The catalyst class is: 5. (2) Reactant: [CH2:1]([S:3]([C:6]1[CH:7]=[CH:8][C:9]2[O:13][C:12](S)=[N:11][C:10]=2[CH:15]=1)(=[O:5])=[O:4])[CH3:2].S(Cl)([Cl:18])=O. Product: [Cl:18][C:12]1[O:13][C:9]2[CH:8]=[CH:7][C:6]([S:3]([CH2:1][CH3:2])(=[O:5])=[O:4])=[CH:15][C:10]=2[N:11]=1. The catalyst class is: 9. (3) Reactant: [CH3:1][O:2][C:3](=[O:24])[CH2:4][C:5]1[C:14]([CH3:15])=[C:13]([C:16]2[CH:21]=[CH:20][C:19]([NH2:22])=[CH:18][CH:17]=2)[C:12]2[C:7](=[CH:8][CH:9]=[C:10]([Cl:23])[CH:11]=2)[CH:6]=1.[C:25](Cl)(=[O:32])[C:26]1[CH:31]=[CH:30][CH:29]=[CH:28][CH:27]=1.C(N(C(C)C)CC)(C)C. Product: [CH3:1][O:2][C:3](=[O:24])[CH2:4][C:5]1[C:14]([CH3:15])=[C:13]([C:16]2[CH:21]=[CH:20][C:19]([NH:22][C:25](=[O:32])[C:26]3[CH:31]=[CH:30][CH:29]=[CH:28][CH:27]=3)=[CH:18][CH:17]=2)[C:12]2[C:7](=[CH:8][CH:9]=[C:10]([Cl:23])[CH:11]=2)[CH:6]=1. The catalyst class is: 4. (4) Reactant: [CH:1]([C:5]([CH3:11])=[C:6]1[CH:10]=[CH:9][CH:8]=[CH:7]1)=[CH:2][CH2:3][CH3:4].CCOCC.[C:17]([C:21]1[CH:33]=[CH:32][C:31]2[C:30]3[C:25](=[CH:26][C:27]([C:34]([CH3:37])([CH3:36])[CH3:35])=[CH:28][CH:29]=3)[CH2:24][C:23]=2[C:22]=1[Li])([CH3:20])([CH3:19])[CH3:18].C1C(=C)C=CC=1. Product: [CH3:11][C:5]([CH2:1][CH2:2][CH:3]=[CH2:4])([CH:6]1[CH:7]=[CH:8][CH:9]=[CH:10]1)[C:33]1[C:32]2[CH2:24][C:25]3[C:30](=[CH:29][CH:28]=[C:27]([C:34]([CH3:35])([CH3:36])[CH3:37])[CH:26]=3)[C:31]=2[CH:23]=[CH:22][C:21]=1[C:17]([CH3:19])([CH3:18])[CH3:20]. The catalyst class is: 605. (5) Reactant: [CH2:1]([O:8][C:9]([NH:11][CH:12]([CH2:16][CH2:17][C:18](=[O:20])[NH2:19])[C:13]([OH:15])=[O:14])=[O:10])[C:2]1[CH:7]=[CH:6][CH:5]=[CH:4][CH:3]=1.C(=O)(O)[O-].[Na+].[CH2:26](I)[CH3:27]. Product: [CH2:26]([O:14][C:13](=[O:15])[CH:12]([NH:11][C:9]([O:8][CH2:1][C:2]1[CH:7]=[CH:6][CH:5]=[CH:4][CH:3]=1)=[O:10])[CH2:16][CH2:17][C:18](=[O:20])[NH2:19])[CH3:27]. The catalyst class is: 6. (6) Reactant: Cl.C[O:3][C:4](=[O:22])/[CH:5]=[CH:6]/[C:7]1[CH:8]=[C:9]2[C:18](=[CH:19][CH:20]=1)[O:17][C:12]1([CH2:16][CH2:15][NH:14][CH2:13]1)[CH2:11][C:10]2=[O:21]. Product: [O:21]=[C:10]1[C:9]2[C:18](=[CH:19][CH:20]=[C:7](/[CH:6]=[CH:5]/[C:4]([OH:22])=[O:3])[CH:8]=2)[O:17][C:12]2([CH2:16][CH2:15][NH:14][CH2:13]2)[CH2:11]1. The catalyst class is: 52. (7) Reactant: [Br:1][C:2]1[CH:3]=[C:4]2[C:8](=[CH:9][CH:10]=1)[C:7](=O)[CH2:6][CH2:5]2.Cl.[CH2:13]([O:20][NH2:21])[C:14]1[CH:19]=[CH:18][CH:17]=[CH:16][CH:15]=1.N1C=CC=CC=1. Product: [CH2:13]([O:20]/[N:21]=[C:7]1\[CH2:6][CH2:5][C:4]2[C:8]\1=[CH:9][CH:10]=[C:2]([Br:1])[CH:3]=2)[C:14]1[CH:19]=[CH:18][CH:17]=[CH:16][CH:15]=1. The catalyst class is: 8.